Dataset: Forward reaction prediction with 1.9M reactions from USPTO patents (1976-2016). Task: Predict the product of the given reaction. (1) Given the reactants [OH:1][C:2]1[CH:19]=[C:18]2[C:5]([C@@:6]3([CH3:25])[C@H:15]([CH2:16][S:17]2(=[O:21])=[O:20])[C@:14]2([CH3:22])[C@H:9]([C:10]([CH3:24])([CH3:23])[CH2:11][CH2:12][CH2:13]2)[CH2:8][CH2:7]3)=[C:4]([C:26]([OH:28])=O)[CH:3]=1.CN([C:32]([O:36][N:37]1N=NC2C=CC=NC1=2)=[N+](C)C)C.F[P-](F)(F)(F)(F)F.CN1CCOCC1.Cl.CON, predict the reaction product. The product is: [OH:1][C:2]1[CH:19]=[C:18]2[C:5]([C@@:6]3([CH3:25])[C@H:15]([CH2:16][S:17]2(=[O:21])=[O:20])[C@:14]2([CH3:22])[C@H:9]([C:10]([CH3:23])([CH3:24])[CH2:11][CH2:12][CH2:13]2)[CH2:8][CH2:7]3)=[C:4]([C:26]([NH:37][O:36][CH3:32])=[O:28])[CH:3]=1. (2) Given the reactants [CH3:1][N:2]1[CH2:7][CH2:6][N:5]([C:8]2[N:13]=[CH:12][C:11]([C:14]3[S:15][C:16]4[CH:22]=[C:21]([C:23]([O:25]CC)=[O:24])[CH:20]=[CH:19][C:17]=4[N:18]=3)=[CH:10][CH:9]=2)[CH2:4][CH2:3]1.[ClH:28], predict the reaction product. The product is: [ClH:28].[CH3:1][N:2]1[CH2:3][CH2:4][N:5]([C:8]2[N:13]=[CH:12][C:11]([C:14]3[S:15][C:16]4[CH:22]=[C:21]([C:23]([OH:25])=[O:24])[CH:20]=[CH:19][C:17]=4[N:18]=3)=[CH:10][CH:9]=2)[CH2:6][CH2:7]1. (3) Given the reactants C(N(CC)CC)C.Cl[CH2:9][C:10](Cl)=[O:11].[NH2:13][C:14]1([CH2:27][OH:28])[CH2:19][CH2:18][N:17]([CH2:20][C:21]2[CH:26]=[CH:25][CH:24]=[CH:23][CH:22]=2)[CH2:16][CH2:15]1.CC(C)([O-])C.[K+], predict the reaction product. The product is: [C:21]1([CH2:20][N:17]2[CH2:18][CH2:19][C:14]3([NH:13][C:10](=[O:11])[CH2:9][O:28][CH2:27]3)[CH2:15][CH2:16]2)[CH:26]=[CH:25][CH:24]=[CH:23][CH:22]=1.